Predict which catalyst facilitates the given reaction. From a dataset of Catalyst prediction with 721,799 reactions and 888 catalyst types from USPTO. (1) The catalyst class is: 3. Product: [NH2:1][C:2]1[CH:3]=[C:4]([O:11][CH3:13])[C:5]([C:9]#[N:10])=[C:6]([CH3:8])[N:7]=1. Reactant: [NH2:1][C:2]1[N:7]=[C:6]([CH3:8])[C:5]([C:9]#[N:10])=[C:4]([O-:11])[CH:3]=1.[Na+].[C:13]([O-])([O-])=O.[K+].[K+].CI.C([O-])(O)=O.[Na+]. (2) Reactant: [F:1][C:2]1[CH:7]=[CH:6][CH:5]=[CH:4][C:3]=1[N:8]1[C:16]2[C:11](=[C:12]([N:17]3[CH2:22][CH2:21][CH2:20][N:19]([CH2:23][C:24]([O:26]CC)=[O:25])[C:18]3=[O:29])[CH:13]=[CH:14][CH:15]=2)[CH:10]=[N:9]1.[OH-].[K+]. Product: [F:1][C:2]1[CH:7]=[CH:6][CH:5]=[CH:4][C:3]=1[N:8]1[C:16]2[C:11](=[C:12]([N:17]3[CH2:22][CH2:21][CH2:20][N:19]([CH2:23][C:24]([OH:26])=[O:25])[C:18]3=[O:29])[CH:13]=[CH:14][CH:15]=2)[CH:10]=[N:9]1. The catalyst class is: 83.